From a dataset of Experimentally validated miRNA-target interactions with 360,000+ pairs, plus equal number of negative samples. Binary Classification. Given a miRNA mature sequence and a target amino acid sequence, predict their likelihood of interaction. (1) Result: 1 (interaction). The protein sequence of the target gene is MSSSSPTGQIASAADIKQENGMESASEGQEAHREVAGGAAVGLSPPAPAPFPLEPGDAATAAARVSGEEGAVAAAAAGAAADQVQLHSELLGRHHHAAAAAAQTPLAFSPDHVACVCEALQQGGNLDRLARFLWSLPQSDLLRGNESLLKARALVAFHQGIYPELYSILESHSFESANHPLLQQLWYKARYTEAERARGRPLGAVDKYRLRRKFPLPRTIWDGEETVYCFKEKSRNALKELYKQNRYPSPAEKRHLAKITGLSLTQVSNWFKNRRQRDRNPSETQSKSESDGNPSTEDES.... The miRNA is hsa-miR-548ab with sequence AAAAGUAAUUGUGGAUUUUGCU. (2) The miRNA is hsa-miR-6851-5p with sequence AGGAGGUGGUACUAGGGGCCAGC. The protein sequence of the target gene is MAETVSSAARDAPSREGWTDSDSPEQEEVGDDAELLQCQLQLGTPREMENAELVAEVEAVAAGWMLDFLCLSLCRAFRDGRSEDFRRTRDSAEAIIHGLHRLTAYQLKTVYICQFLTRVASGKALDAQFEVDERITPLESALMIWNSIEKEHDKLHDEIKNLIKIQAVAVCMEIGSFKEAEEVFERIFGDPEFYTPLERKLLKIISQKDVFHSLFQHFSYSCMMEKIQSYVGDVLSEKSSTFLMKAATKVVENEKARTQASKDRPDATNTGMDTEVGLNKEKSVNGQQSTETEPLVDTVS.... Result: 0 (no interaction).